This data is from Forward reaction prediction with 1.9M reactions from USPTO patents (1976-2016). The task is: Predict the product of the given reaction. Given the reactants [Cl:1][C:2]1[CH:10]=[C:9]([CH3:11])[C:8]([N+:12]([O-:14])=[O:13])=[CH:7][C:3]=1[C:4](O)=[O:5].C(N(CC)CC)C.C(Cl)(=O)OC(C)(C)C(Cl)(Cl)Cl.[BH4-].[Na+], predict the reaction product. The product is: [Cl:1][C:2]1[CH:10]=[C:9]([CH3:11])[C:8]([N+:12]([O-:14])=[O:13])=[CH:7][C:3]=1[CH2:4][OH:5].